From a dataset of Forward reaction prediction with 1.9M reactions from USPTO patents (1976-2016). Predict the product of the given reaction. (1) Given the reactants [CH3:1][O:2][C:3]1[CH:4]=[C:5]2[C:10](=[CH:11][C:12]=1[O:13][CH3:14])[N:9]=[CH:8][CH:7]=[C:6]2[N:15]1[CH2:21][C:20]2[CH:22]=[C:23]([C:26]3[CH:27]=[C:28]([NH2:33])[C:29]([NH2:32])=[CH:30][CH:31]=3)[CH:24]=[CH:25][C:19]=2[O:18][CH2:17][CH2:16]1.[CH3:34][O:35][C:36]([NH:38][C:39](=NC(OC)=O)SC)=[O:37], predict the reaction product. The product is: [CH3:1][O:2][C:3]1[CH:4]=[C:5]2[C:10](=[CH:11][C:12]=1[O:13][CH3:14])[N:9]=[CH:8][CH:7]=[C:6]2[N:15]1[CH2:21][C:20]2[CH:22]=[C:23]([C:26]3[CH:31]=[CH:30][C:29]4[N:32]=[C:39]([NH:38][C:36](=[O:37])[O:35][CH3:34])[NH:33][C:28]=4[CH:27]=3)[CH:24]=[CH:25][C:19]=2[O:18][CH2:17][CH2:16]1. (2) Given the reactants [Br:1][C:2]1[CH:7]=[CH:6][C:5]([C:8]2([O:13]C)[C:10]([CH3:12])([CH3:11])O2)=[CH:4][CH:3]=1.[NH:15]1[CH2:20][CH2:19][O:18][CH2:17][CH2:16]1, predict the reaction product. The product is: [Br:1][C:2]1[CH:3]=[CH:4][C:5]([C:8](=[O:13])[C:10]([CH3:11])([N:15]2[CH2:20][CH2:19][O:18][CH2:17][CH2:16]2)[CH3:12])=[CH:6][CH:7]=1. (3) Given the reactants O[C@H]1C[NH:5][C@H](C(O)=O)C1.[F:10][C:11]1[CH:12]=[C:13]([C:16]([O:18][CH3:19])=[O:17])[NH:14][CH:15]=1.[NH2:20][N:21]1[CH:25]=[C:24]([F:26])[CH:23]=[C:22]1[C:27]([O:29][CH3:30])=[O:28], predict the reaction product. The product is: [F:10][C:11]1[CH:12]=[C:13]([C:16]([O:18][CH3:19])=[O:17])[NH:14][CH:15]=1.[NH2:20][N:21]1[CH:25]=[C:24]([F:26])[CH:23]=[C:22]1[C:27]([O:29][CH3:30])=[O:28].[NH2:20][N:21]1[CH:25]=[C:24]([F:26])[CH:23]=[C:22]1[C:27]([NH2:5])=[O:29]. (4) Given the reactants Br[C:2]1[C:7]([C:8]([O:10][CH2:11][CH3:12])=[O:9])=[C:6]([Cl:13])[CH:5]=[CH:4][N:3]=1.[CH:14]([Zn]C(C)C)([CH3:16])[CH3:15].O.Cl, predict the reaction product. The product is: [Cl:13][C:6]1[CH:5]=[CH:4][N:3]=[C:2]([CH:14]([CH3:16])[CH3:15])[C:7]=1[C:8]([O:10][CH2:11][CH3:12])=[O:9]. (5) Given the reactants [N:1]1([C:18]([O:20][C:21]([CH3:24])([CH3:23])[CH3:22])=[O:19])[CH2:6][CH2:5][N:4]([C:7]([O:9][C:10]([CH3:13])([CH3:12])[CH3:11])=[O:8])[CH2:3][C@H:2]1C(OC)=O.C([Mg]Br)C.[CH2:29]1[CH2:33][O:32]C[CH2:30]1, predict the reaction product. The product is: [OH:32][C:33]1([C@@H:2]2[CH2:3][N:4]([C:7]([O:9][C:10]([CH3:12])([CH3:11])[CH3:13])=[O:8])[CH2:5][CH2:6][N:1]2[C:18]([O:20][C:21]([CH3:24])([CH3:23])[CH3:22])=[O:19])[CH2:30][CH2:29]1. (6) Given the reactants [CH2:1]([Cl:3])Cl.C(Cl)(=O)C(Cl)=O.[F:10][C:11]1[CH:12]=[C:13]2[C:17](=[CH:18][CH:19]=1)[N:16]([CH3:20])[C:15]([C:21]([NH:23][C@H:24]([C:28]([NH:30][CH:31]([CH:40]([OH:43])[CH2:41][F:42])[CH2:32][C:33]([O:35][C:36]([CH3:39])([CH3:38])[CH3:37])=[O:34])=[O:29])[CH:25]([CH3:27])[CH3:26])=[O:22])=C2, predict the reaction product. The product is: [Cl:3][C:1]1[C:18]2[C:17](=[CH:13][CH:12]=[C:11]([F:10])[CH:19]=2)[N:16]([CH3:20])[C:15]=1[C:21]([NH:23][C@H:24]([C:28]([NH:30][CH:31]([C:40](=[O:43])[CH2:41][F:42])[CH2:32][C:33]([O:35][C:36]([CH3:37])([CH3:38])[CH3:39])=[O:34])=[O:29])[CH:25]([CH3:27])[CH3:26])=[O:22]. (7) Given the reactants [NH2:1][C@H:2]1[CH2:6][CH2:5][N:4]([CH2:7][CH2:8][C:9]2[CH:14]=[CH:13][C:12]([NH2:15])=[C:11]([N+:16]([O-:18])=[O:17])[CH:10]=2)[C:3]1=[O:19].[CH3:20][O:21][C:22]1[CH:31]=[C:30]2[C:25]([CH:26]=[CH:27][C:28]([S:32](Cl)(=[O:34])=[O:33])=[CH:29]2)=[CH:24][CH:23]=1, predict the reaction product. The product is: [NH2:15][C:12]1[CH:13]=[CH:14][C:9]([CH2:8][CH2:7][N:4]2[CH2:5][CH2:6][C@H:2]([NH:1][S:32]([C:28]3[CH:27]=[CH:26][C:25]4[C:30](=[CH:31][C:22]([O:21][CH3:20])=[CH:23][CH:24]=4)[CH:29]=3)(=[O:34])=[O:33])[C:3]2=[O:19])=[CH:10][C:11]=1[N+:16]([O-:18])=[O:17]. (8) Given the reactants [C:1]([C:3]1[C:8]([C:9]2[N:13]([S:14]([C:17]3[CH:18]=[N:19][C:20]([O:23][CH3:24])=[CH:21][CH:22]=3)(=[O:16])=[O:15])[CH:12]=[C:11]([CH2:25][N:26](C)[C:27](=O)OC(C)(C)C)[CH:10]=2)=[CH:7][CH:6]=[CH:5][N:4]=1)#[N:2].C(OCC)(=O)C.[ClH:41], predict the reaction product. The product is: [ClH:41].[CH3:24][O:23][C:20]1[N:19]=[CH:18][C:17]([S:14]([N:13]2[CH:12]=[C:11]([CH2:25][NH:26][CH3:27])[CH:10]=[C:9]2[C:8]2[C:3]([C:1]#[N:2])=[N:4][CH:5]=[CH:6][CH:7]=2)(=[O:16])=[O:15])=[CH:22][CH:21]=1. (9) Given the reactants [C:1]([O:4][CH2:5][C:6]1[C:11]([CH2:12][C:13]2[C:14](=[O:18])[O:15][CH2:16][CH:17]=2)=[CH:10][CH:9]=[C:8]([C:19]([O:21][C:22]([CH3:25])([CH3:24])[CH3:23])=[O:20])[C:7]=1[CH3:26])(=[O:3])[CH3:2].[H][H], predict the reaction product. The product is: [C:1]([O:4][CH2:5][C:6]1[C:11]([CH2:12][C@H:13]2[CH2:17][CH2:16][O:15][C:14]2=[O:18])=[CH:10][CH:9]=[C:8]([C:19]([O:21][C:22]([CH3:25])([CH3:24])[CH3:23])=[O:20])[C:7]=1[CH3:26])(=[O:3])[CH3:2].